Dataset: Catalyst prediction with 721,799 reactions and 888 catalyst types from USPTO. Task: Predict which catalyst facilitates the given reaction. (1) Reactant: [F:1][C:2]1[C:19]([C:20]2[CH:25]=[CH:24][CH:23]=[C:22]([F:26])[CH:21]=2)=[CH:18][C:17]([CH3:27])=[CH:16][C:3]=1[C:4]([NH:6][C:7]1[C:12]([CH3:13])=[CH:11][CH:10]=[C:9]([OH:14])[C:8]=1[CH3:15])=O. Product: [F:1][C:2]1[C:19]([C:20]2[CH:25]=[CH:24][CH:23]=[C:22]([F:26])[CH:21]=2)=[CH:18][C:17]([CH3:27])=[CH:16][C:3]=1[CH2:4][NH:6][C:7]1[C:8]([CH3:15])=[C:9]([OH:14])[CH:10]=[CH:11][C:12]=1[CH3:13]. The catalyst class is: 1. (2) The catalyst class is: 55. Product: [OH:20][C:4]1[N:3]=[CH:2][NH:7][C:6]2=[C:8]([C@@H:11]3[NH:19][C@H:16]([CH2:17][OH:18])[C@@H:14]([OH:15])[C@H:12]3[OH:13])[CH:9]=[N:10][C:5]=12. Reactant: O[C:2]1[NH:7][C:6]2=[C:8]([C@@H:11]3[NH:19][C@H:16]([CH2:17][OH:18])[C@@H:14]([OH:15])[C@H:12]3[OH:13])[CH:9]=[N:10][C:5]2=[C:4]([OH:20])[N:3]=1. (3) Product: [CH3:36][C:35]([CH3:37])=[CH:34][CH2:33][C:13]1[C:12]2[O:11][C:10]([C:38]3[CH:43]=[CH:42][C:41]([O:44][CH3:45])=[CH:40][CH:39]=3)=[C:9]([OH:8])[C:18](=[O:19])[C:17]=2[C:16]([OH:20])=[CH:15][C:14]=1[OH:21].[CH3:36][C:35]([CH3:37])=[CH:34][CH2:33][C:13]1[C:12]2[O:11][C:10]([C:38]3[CH:39]=[CH:40][C:41]([O:44][CH3:45])=[CH:42][CH:43]=3)=[C:9]([OH:8])[C:18](=[O:19])[C:17]=2[C:16]([OH:20])=[CH:15][C:14]=1[O:21][C@@H:22]1[O:27][C@H:26]([CH2:28][OH:29])[C@@H:25]([OH:30])[C@H:24]([OH:31])[C@H:23]1[OH:32].[CH3:1][C@H:2]1[O:7][C@@H:6]([O:8][C:9]2[C:18](=[O:19])[C:17]3[C:16]([OH:20])=[CH:15][C:14]([OH:21])=[C:13]([CH2:33][CH:34]=[C:35]([CH3:37])[CH3:36])[C:12]=3[O:11][C:10]=2[C:38]2[CH:39]=[CH:40][C:41]([O:44][CH3:45])=[CH:42][CH:43]=2)[C@@H:5]([OH:46])[C@@H:4]([OH:47])[C@@H:3]1[OH:48]. The catalyst class is: 6. Reactant: [CH3:1][C@@H:2]1[O:7][C@@H:6]([O:8][C:9]2[C:18](=[O:19])[C:17]3[C:16]([OH:20])=[CH:15][C:14]([O:21][C@@H:22]4[O:27][C@H:26]([CH2:28][OH:29])[C@@H:25]([OH:30])[C@H:24]([OH:31])[C@H:23]4[OH:32])=[C:13]([CH2:33][CH:34]=[C:35]([CH3:37])[CH3:36])[C:12]=3[O:11][C:10]=2[C:38]2[CH:39]=[CH:40][C:41]([O:44][CH3:45])=[CH:42][CH:43]=2)[C@H:5]([OH:46])[C@H:4]([OH:47])[C@H:3]1[OH:48]. (4) Reactant: [CH3:1][O:2][C:3](=[O:13])[C:4]1[CH:9]=[C:8]([OH:10])[C:7]([OH:11])=[C:6]([OH:12])[CH:5]=1.[CH3:14]OS(OC)(=O)=O.[OH-].[Na+].OS(O)(=O)=O. Product: [OH:12][C:6]1[CH:5]=[C:4]([CH:9]=[C:8]([O:10][CH3:14])[C:7]=1[OH:11])[C:3]([O:2][CH3:1])=[O:13]. The catalyst class is: 6. (5) Reactant: [C:1]([C:3]1[CH:8]=[CH:7][C:6]([S:9]([N:12]2[CH2:17][CH2:16][N:15](C(OC(C)(C)C)=O)[C@@H:14]([CH3:25])[CH2:13]2)(=[O:11])=[O:10])=[C:5]([CH3:26])[CH:4]=1)#[N:2].Cl.O1CCOCC1. Product: [CH3:26][C:5]1[CH:4]=[C:3]([CH:8]=[CH:7][C:6]=1[S:9]([N:12]1[CH2:17][CH2:16][NH:15][C@@H:14]([CH3:25])[CH2:13]1)(=[O:11])=[O:10])[C:1]#[N:2]. The catalyst class is: 2. (6) Reactant: Cl.CN(C)CCCN=C=NCC.Cl.[CH:14]12[CH2:23][CH:18]3[CH2:19][CH:20]([CH2:22][CH:16]([CH2:17]3)[CH:15]1[NH2:24])[CH2:21]2.[C:25]([C:29]1[N:33]([C:34]2[CH:39]=[CH:38][C:37]([Cl:40])=[CH:36][C:35]=2[CH3:41])[N:32]=[CH:31][C:30]=1[C:42](O)=[O:43])([CH3:28])([CH3:27])[CH3:26].ON1C2C=CC=CC=2N=N1.C(N(C(C)C)C(C)C)C. Product: [CH:14]12[CH2:23][CH:18]3[CH2:19][CH:20]([CH2:22][CH:16]([CH2:17]3)[CH:15]1[NH:24][C:42]([C:30]1[CH:31]=[N:32][N:33]([C:34]3[CH:39]=[CH:38][C:37]([Cl:40])=[CH:36][C:35]=3[CH3:41])[C:29]=1[C:25]([CH3:28])([CH3:27])[CH3:26])=[O:43])[CH2:21]2. The catalyst class is: 215.